The task is: Predict the reaction yield, written as a fraction of the theoretical maximum amount of product (1.0 means a 100% yield; for example, 0.34 means a 34% yield).. This data is from Reaction yield outcomes from USPTO patents with 853,638 reactions. (1) The reactants are [C:1]([O:4][C@H:5]([C:7]#[C:8]/[CH:9]=C/C1C=CC=CC=1)[CH3:6])(=[O:3])[CH3:2].[O:17]=[O+][O-].CSC. The catalyst is CO. The product is [C:1]([O:4][C@H:5]([C:7]#[C:8][CH:9]=[O:17])[CH3:6])(=[O:3])[CH3:2]. The yield is 0.810. (2) The reactants are [Cl:1][C:2]1[C:11]2[C:6](=[CH:7][C:8]([O:26][CH3:27])=[C:9]([O:12][CH2:13][C@H:14]3[CH2:18][CH2:17][CH2:16][N:15]3C(OC(C)(C)C)=O)[CH:10]=2)[N:5]=[CH:4][N:3]=1.[Cl:28][C:29]1[C:30]([F:36])=[C:31]([CH:33]=[CH:34][CH:35]=1)[NH2:32]. No catalyst specified. The product is [ClH:1].[Cl:28][C:29]1[C:30]([F:36])=[C:31]([CH:33]=[CH:34][CH:35]=1)[NH:32][C:2]1[C:11]2[C:6](=[CH:7][C:8]([O:26][CH3:27])=[C:9]([O:12][CH2:13][C@H:14]3[CH2:18][CH2:17][CH2:16][NH:15]3)[CH:10]=2)[N:5]=[CH:4][N:3]=1. The yield is 1.00. (3) The reactants are [OH:1][C@@:2]1([CH3:36])[CH2:7][CH2:6][C@H:5]2[C@H:8]3[C@H:18]([CH2:19][CH2:20][C@:3]12[CH3:4])[C@:16]1([CH3:17])[C:11](=[CH:12][C@@H:13]([OH:21])[CH2:14][CH2:15]1)[CH2:10][C@H:9]3[CH2:22][CH:23]=[CH:24][CH2:25][C:26]1[CH:31]=[CH:30][CH:29]=[C:28]([O:32][C:33](=[O:35])[CH3:34])[CH:27]=1. The catalyst is C(OCC)(=O)C.[Pd]. The product is [OH:1][C@@:2]1([CH3:36])[CH2:7][CH2:6][C@H:5]2[C@H:8]3[C@H:18]([CH2:19][CH2:20][C@:3]12[CH3:4])[C@:16]1([CH3:17])[C:11](=[CH:12][C@@H:13]([OH:21])[CH2:14][CH2:15]1)[CH2:10][C@H:9]3[CH2:22][CH2:23][CH2:24][CH2:25][C:26]1[CH:31]=[CH:30][CH:29]=[C:28]([O:32][C:33](=[O:35])[CH3:34])[CH:27]=1. The yield is 0.690. (4) The reactants are Br[CH2:2][C:3]([C:5]12[CH2:14][CH:9]3[CH2:10][CH:11]([CH2:13][CH:7]([CH2:8]3)[CH2:6]1)[CH2:12]2)=[O:4].[SH:15][C:16]1[CH:24]=[CH:23][C:19]([C:20]([OH:22])=[O:21])=[CH:18][N:17]=1.C(N(CC)CC)C.Cl. The catalyst is C(#N)C.O. The product is [C:5]12([C:3](=[O:4])[CH2:2][S:15][C:16]3[CH:24]=[CH:23][C:19]([C:20]([OH:22])=[O:21])=[CH:18][N:17]=3)[CH2:14][CH:9]3[CH2:10][CH:11]([CH2:13][CH:7]([CH2:8]3)[CH2:6]1)[CH2:12]2. The yield is 0.650. (5) The product is [F:14][C:15]1[CH:21]=[C:20]([S:22][CH3:23])[CH:19]=[CH:18][C:16]=1[NH:17][C:2]1[C:3]([C:10]([O:12][CH3:13])=[O:11])=[N:4][N:5]([CH3:9])[C:6](=[O:8])[CH:7]=1. The yield is 0.420. The reactants are Cl[C:2]1[C:3]([C:10]([O:12][CH3:13])=[O:11])=[N:4][N:5]([CH3:9])[C:6](=[O:8])[CH:7]=1.[F:14][C:15]1[CH:21]=[C:20]([S:22][CH3:23])[CH:19]=[CH:18][C:16]=1[NH2:17].C1C=CC(P(C2C(C3C(P(C4C=CC=CC=4)C4C=CC=CC=4)=CC=C4C=3C=CC=C4)=C3C(C=CC=C3)=CC=2)C2C=CC=CC=2)=CC=1.C([O-])([O-])=O.[Cs+].[Cs+].N#N. The catalyst is C1(C)C=CC=CC=1.CCOC(C)=O.CC([O-])=O.CC([O-])=O.[Pd+2]. (6) The reactants are [CH3:1][O:2][C:3]1[CH:4]=[C:5]([NH:11][C:12]2[C:13]3[CH2:22][O:21][CH2:20][C:14]=3[N:15]=[C:16](SC)[N:17]=2)[CH:6]=[C:7]([O:9][CH3:10])[CH:8]=1. The catalyst is C(O)C.[Ni]. The product is [CH3:1][O:2][C:3]1[CH:4]=[C:5]([NH:11][C:12]2[C:13]3[CH2:22][O:21][CH2:20][C:14]=3[N:15]=[CH:16][N:17]=2)[CH:6]=[C:7]([O:9][CH3:10])[CH:8]=1. The yield is 0.300. (7) The reactants are C(O[C:6]([N:8]([CH3:39])[C@H:9]([CH2:23][O:24][C:25](=[O:38])[NH:26][C:27]1[N:28]=[CH:29][C:30]2[C:35]([CH:36]=1)=[CH:34][C:33]([F:37])=[CH:32][CH:31]=2)[CH2:10][C:11]1[N:12]=[CH:13][N:14](C(OC(C)(C)C)=O)[CH:15]=1)=[O:7])(C)(C)C.Cl.CCN(C(C)C)C(C)C.[Cl:50][C:51]1[C:70]([F:71])=[CH:69][CH:68]=[CH:67][C:52]=1[CH2:53][NH:54]C(=O)OC1C=CC([N+]([O-])=O)=CC=1. The catalyst is C1COCC1. The product is [F:37][C:33]1[CH:32]=[C:31]2[C:30](=[CH:35][CH:34]=1)[CH:29]=[N:28][C:27]([NH:26][C:25](=[O:38])[O:24][CH2:23][C@@H:9]([N:8]([CH3:39])[C:6]([NH:54][CH2:53][C:52]1[CH:67]=[CH:68][CH:69]=[C:70]([F:71])[C:51]=1[Cl:50])=[O:7])[CH2:10][C:11]1[N:12]=[CH:13][NH:14][CH:15]=1)=[CH:36]2. The yield is 0.130. (8) The reactants are Br[C:2]1[CH:3]=[CH:4][C:5]2[O:11][CH2:10][CH2:9][N:8]([C:12]([O:14][C:15]([CH3:18])([CH3:17])[CH3:16])=[O:13])[CH2:7][C:6]=2[CH:19]=1.[B:20]1([B:20]2[O:24][C:23]([CH3:26])([CH3:25])[C:22]([CH3:28])([CH3:27])[O:21]2)[O:24][C:23]([CH3:26])([CH3:25])[C:22]([CH3:28])([CH3:27])[O:21]1.C([O-])(=O)C.[K+].C(OCC)(=O)C. The catalyst is CS(C)=O.C1C=CC(P(C2C=CC=CC=2)[C-]2C=CC=C2)=CC=1.C1C=CC(P(C2C=CC=CC=2)[C-]2C=CC=C2)=CC=1.Cl[Pd]Cl.[Fe+2]. The product is [CH3:27][C:22]1([CH3:28])[C:23]([CH3:26])([CH3:25])[O:24][B:20]([C:2]2[CH:3]=[CH:4][C:5]3[O:11][CH2:10][CH2:9][N:8]([C:12]([O:14][C:15]([CH3:18])([CH3:17])[CH3:16])=[O:13])[CH2:7][C:6]=3[CH:19]=2)[O:21]1. The yield is 1.00.